From a dataset of CYP2D6 inhibition data for predicting drug metabolism from PubChem BioAssay. Regression/Classification. Given a drug SMILES string, predict its absorption, distribution, metabolism, or excretion properties. Task type varies by dataset: regression for continuous measurements (e.g., permeability, clearance, half-life) or binary classification for categorical outcomes (e.g., BBB penetration, CYP inhibition). Dataset: cyp2d6_veith. (1) The compound is CS(=O)(=O)c1cnc2c(-c3ccc(F)cc3)cnn2c1N. The result is 0 (non-inhibitor). (2) The compound is c1ccc(CNc2ccnc(-c3cccnc3)n2)cc1. The result is 1 (inhibitor).